This data is from NCI-60 drug combinations with 297,098 pairs across 59 cell lines. The task is: Regression. Given two drug SMILES strings and cell line genomic features, predict the synergy score measuring deviation from expected non-interaction effect. (1) Drug 1: CNC(=O)C1=CC=CC=C1SC2=CC3=C(C=C2)C(=NN3)C=CC4=CC=CC=N4. Drug 2: CC1CCC2CC(C(=CC=CC=CC(CC(C(=O)C(C(C(=CC(C(=O)CC(OC(=O)C3CCCCN3C(=O)C(=O)C1(O2)O)C(C)CC4CCC(C(C4)OC)O)C)C)O)OC)C)C)C)OC. Cell line: SK-MEL-2. Synergy scores: CSS=23.2, Synergy_ZIP=2.02, Synergy_Bliss=2.46, Synergy_Loewe=-11.2, Synergy_HSA=1.49. (2) Drug 1: C1=CC(=CC=C1C#N)C(C2=CC=C(C=C2)C#N)N3C=NC=N3. Drug 2: CC1C(C(CC(O1)OC2CC(OC(C2O)C)OC3=CC4=CC5=C(C(=O)C(C(C5)C(C(=O)C(C(C)O)O)OC)OC6CC(C(C(O6)C)O)OC7CC(C(C(O7)C)O)OC8CC(C(C(O8)C)O)(C)O)C(=C4C(=C3C)O)O)O)O. Cell line: NCI-H522. Synergy scores: CSS=30.1, Synergy_ZIP=1.52, Synergy_Bliss=0.566, Synergy_Loewe=-17.6, Synergy_HSA=0.370. (3) Drug 1: CS(=O)(=O)CCNCC1=CC=C(O1)C2=CC3=C(C=C2)N=CN=C3NC4=CC(=C(C=C4)OCC5=CC(=CC=C5)F)Cl. Drug 2: C(CC(=O)O)C(=O)CN.Cl. Cell line: NCI/ADR-RES. Synergy scores: CSS=-0.378, Synergy_ZIP=-2.85, Synergy_Bliss=-3.03, Synergy_Loewe=-7.24, Synergy_HSA=-4.08. (4) Drug 1: CC12CCC(CC1=CCC3C2CCC4(C3CC=C4C5=CN=CC=C5)C)O. Drug 2: CC=C1C(=O)NC(C(=O)OC2CC(=O)NC(C(=O)NC(CSSCCC=C2)C(=O)N1)C(C)C)C(C)C. Cell line: NCI-H522. Synergy scores: CSS=61.5, Synergy_ZIP=4.62, Synergy_Bliss=5.38, Synergy_Loewe=-47.2, Synergy_HSA=5.21. (5) Drug 1: CC1=C2C(C(=O)C3(C(CC4C(C3C(C(C2(C)C)(CC1OC(=O)C(C(C5=CC=CC=C5)NC(=O)OC(C)(C)C)O)O)OC(=O)C6=CC=CC=C6)(CO4)OC(=O)C)OC)C)OC. Drug 2: CC1=C2C(C(=O)C3(C(CC4C(C3C(C(C2(C)C)(CC1OC(=O)C(C(C5=CC=CC=C5)NC(=O)OC(C)(C)C)O)O)OC(=O)C6=CC=CC=C6)(CO4)OC(=O)C)O)C)O. Cell line: SN12C. Synergy scores: CSS=72.9, Synergy_ZIP=13.7, Synergy_Bliss=13.8, Synergy_Loewe=17.9, Synergy_HSA=20.2. (6) Drug 1: CC1=C(C=C(C=C1)NC2=NC=CC(=N2)N(C)C3=CC4=NN(C(=C4C=C3)C)C)S(=O)(=O)N.Cl. Drug 2: C(CCl)NC(=O)N(CCCl)N=O. Cell line: HCT-15. Synergy scores: CSS=-0.833, Synergy_ZIP=0.358, Synergy_Bliss=-2.01, Synergy_Loewe=-5.49, Synergy_HSA=-4.09.